Dataset: Peptide-MHC class I binding affinity with 185,985 pairs from IEDB/IMGT. Task: Regression. Given a peptide amino acid sequence and an MHC pseudo amino acid sequence, predict their binding affinity value. This is MHC class I binding data. (1) The peptide sequence is RMVLASTTAK. The MHC is HLA-A68:01 with pseudo-sequence HLA-A68:01. The binding affinity (normalized) is 0.346. (2) The peptide sequence is VPGSETMCY. The MHC is HLA-A03:01 with pseudo-sequence HLA-A03:01. The binding affinity (normalized) is 0.